From a dataset of Experimentally validated miRNA-target interactions with 360,000+ pairs, plus equal number of negative samples. Binary Classification. Given a miRNA mature sequence and a target amino acid sequence, predict their likelihood of interaction. The miRNA is hsa-miR-4793-3p with sequence UCUGCACUGUGAGUUGGCUGGCU. The protein sequence of the target gene is MLRFYLFISLLCLSRSDAEETCPSFTRLSFHSAVVGTGLNVRLMLYTRKNLTCAQTINSSAFGNLNVTKKTTFIVHGFRPTGSPPVWMDDLVKGLLSVEDMNVVVVDWNRGATTLIYTHASSKTRKVAMVLKEFIDQMLAEGASLDDIYMIGVSLGAHISGFVGEMYDGWLGRITGLDPAGPLFNGKPHQDRLDPSDAQFVDVIHSDTDALGYKEPLGNIDFYPNGGLDQPGCPKTILGGFQYFKCDHQRSVYLYLSSLRESCTITAYPCDSYQDYRNGKCVSCGTSQKESCPLLGYYAD.... Result: 1 (interaction).